From a dataset of Forward reaction prediction with 1.9M reactions from USPTO patents (1976-2016). Predict the product of the given reaction. (1) The product is: [Cl:1][C:2]1[C:3]([NH:18][CH:19]2[CH2:33][CH:22]3[CH2:23][NH:24][CH2:25][CH:21]3[CH2:20]2)=[N:4][C:5]([NH:8][C:9]2[N:13]([CH3:14])[N:12]=[C:11]([CH:15]3[CH2:17][CH2:16]3)[CH:10]=2)=[N:6][CH:7]=1. Given the reactants [Cl:1][C:2]1[C:3]([NH:18][CH:19]2[CH2:33][CH:22]3[CH2:23][N:24](C(OC(C)(C)C)=O)[CH2:25][CH:21]3[CH2:20]2)=[N:4][C:5]([NH:8][C:9]2[N:13]([CH3:14])[N:12]=[C:11]([CH:15]3[CH2:17][CH2:16]3)[CH:10]=2)=[N:6][CH:7]=1.Cl.CCOC(C)=O, predict the reaction product. (2) The product is: [CH2:22]([O:11][C:10](=[O:12])[CH2:9][C:6]1[CH:7]=[N:8][C:3]([C:2]([F:13])([F:1])[F:14])=[CH:4][CH:5]=1)[CH3:23]. Given the reactants [F:1][C:2]([F:14])([F:13])[C:3]1[N:8]=[CH:7][C:6]([CH2:9][C:10]([OH:12])=[O:11])=[CH:5][CH:4]=1.CO.S(=O)(=O)(O)O.[CH2:22](O)[CH3:23], predict the reaction product. (3) Given the reactants [CH3:1][O:2][C:3]1[CH:8]=[C:7]([CH3:9])[C:6]([S:10]([N:13]([CH2:15][C:16]2[O:20][C:19]([C:21]([O:23]C)=O)=[N:18][N:17]=2)[CH3:14])(=[O:12])=[O:11])=[C:5]([CH3:25])[CH:4]=1.[CH3:26][N:27]([CH3:37])[CH2:28][CH2:29][CH2:30][N:31]1[CH2:36][CH2:35][NH:34][CH2:33][CH2:32]1.C[Al](C)C, predict the reaction product. The product is: [NH3:13].[CH3:37][N:27]([CH3:26])[CH2:28][CH2:29][CH2:30][N:31]1[CH2:32][CH2:33][N:34]([C:21]([C:19]2[O:20][C:16]([CH2:15][N:13]([CH3:14])[S:10]([C:6]3[C:7]([CH3:9])=[CH:8][C:3]([O:2][CH3:1])=[CH:4][C:5]=3[CH3:25])(=[O:12])=[O:11])=[N:17][N:18]=2)=[O:23])[CH2:35][CH2:36]1. (4) Given the reactants Cl.Cl.[F:3][C:4]([F:24])([F:23])[C:5]([C:11]1[CH:16]=[CH:15][C:14]([N:17]2[CH2:22][CH2:21][NH:20][CH2:19][CH2:18]2)=[CH:13][CH:12]=1)([OH:10])[C:6]([F:9])([F:8])[F:7].C(N(CC)CC)C.[CH3:32][O:33][C:34]1[CH:35]=[C:36]([S:40](Cl)(=[O:42])=[O:41])[CH:37]=[CH:38][CH:39]=1, predict the reaction product. The product is: [F:24][C:4]([F:3])([F:23])[C:5]([C:11]1[CH:12]=[CH:13][C:14]([N:17]2[CH2:22][CH2:21][N:20]([S:40]([C:36]3[CH:37]=[CH:38][CH:39]=[C:34]([O:33][CH3:32])[CH:35]=3)(=[O:42])=[O:41])[CH2:19][CH2:18]2)=[CH:15][CH:16]=1)([OH:10])[C:6]([F:9])([F:8])[F:7]. (5) Given the reactants CS(O[CH2:6][C@@H:7]([NH:9][C:10]([O:12][C:13]([CH3:16])([CH3:15])[CH3:14])=[O:11])[CH3:8])(=O)=O.[F:17][C:18]1[CH:23]=[CH:22][C:21]([C:24]2[CH:25]=[N:26][NH:27][CH:28]=2)=[CH:20][CH:19]=1, predict the reaction product. The product is: [F:17][C:18]1[CH:19]=[CH:20][C:21]([C:24]2[CH:28]=[N:27][N:26]([CH2:6][C@@H:7]([NH:9][C:10](=[O:11])[O:12][C:13]([CH3:16])([CH3:15])[CH3:14])[CH3:8])[CH:25]=2)=[CH:22][CH:23]=1. (6) Given the reactants [N+:1]([C:4]1[CH:9]=[CH:8][CH:7]=[CH:6][C:5]=1[S:10]([NH:13][CH:14]1[C:23]2[N:22]=[CH:21][CH:20]=[CH:19][C:18]=2[CH2:17][CH2:16][CH2:15]1)(=[O:12])=[O:11])([O-:3])=[O:2].Cl[CH2:25][C:26]1[CH:41]=[CH:40][C:29]([C:30]([NH:32][CH2:33][C:34]2[CH:39]=[CH:38][CH:37]=[CH:36][N:35]=2)=[O:31])=[CH:28][CH:27]=1.C([O-])([O-])=O.[K+].[K+], predict the reaction product. The product is: [N+:1]([C:4]1[CH:9]=[CH:8][CH:7]=[CH:6][C:5]=1[S:10]([N:13]([CH2:25][C:26]1[CH:27]=[CH:28][C:29]([C:30]([NH:32][CH2:33][C:34]2[CH:39]=[CH:38][CH:37]=[CH:36][N:35]=2)=[O:31])=[CH:40][CH:41]=1)[CH:14]1[C:23]2[N:22]=[CH:21][CH:20]=[CH:19][C:18]=2[CH2:17][CH2:16][CH2:15]1)(=[O:11])=[O:12])([O-:3])=[O:2].